From a dataset of Catalyst prediction with 721,799 reactions and 888 catalyst types from USPTO. Predict which catalyst facilitates the given reaction. (1) Reactant: [NH:1]1[CH2:6][CH2:5][CH2:4][CH2:3][CH2:2]1.Br[CH2:8][C:9]1[CH:10]=[CH:11][C:12]([O:37][CH2:38][O:39][CH3:40])=[C:13]([CH:36]=1)[C:14]([NH:16][C:17]1[CH:29]=[C:28]([C:30]2[CH:35]=[CH:34][CH:33]=[CH:32][CH:31]=2)[CH:27]=[CH:26][C:18]=1[C:19]([O:21][C:22]([CH3:25])([CH3:24])[CH3:23])=[O:20])=[O:15]. Product: [CH3:40][O:39][CH2:38][O:37][C:12]1[CH:11]=[CH:10][C:9]([CH2:8][N:1]2[CH2:6][CH2:5][CH2:4][CH2:3][CH2:2]2)=[CH:36][C:13]=1[C:14]([NH:16][C:17]1[CH:29]=[C:28]([C:30]2[CH:31]=[CH:32][CH:33]=[CH:34][CH:35]=2)[CH:27]=[CH:26][C:18]=1[C:19]([O:21][C:22]([CH3:25])([CH3:24])[CH3:23])=[O:20])=[O:15]. The catalyst class is: 21. (2) Reactant: [CH3:1][O:2][C:3]1[CH:52]=[CH:51][C:6]([C:7]([O:22][CH2:23][C@H:24]2[O:28][C@@H:27]([N:29]3[CH:36]=[CH:35][C:33](=[O:34])[N:32]([CH2:37][CH2:38][CH2:39][CH2:40][CH2:41][CH2:42][NH:43]C(=O)C(F)(F)F)[C:30]3=[O:31])[CH2:26][C@@H:25]2[OH:50])([C:16]2[CH:21]=[CH:20][CH:19]=[CH:18][CH:17]=2)[C:8]2[CH:13]=[CH:12][C:11]([O:14][CH3:15])=[CH:10][CH:9]=2)=[CH:5][CH:4]=1.N. Product: [CH3:1][O:2][C:3]1[CH:52]=[CH:51][C:6]([C:7]([O:22][CH2:23][C@H:24]2[O:28][C@@H:27]([N:29]3[CH:36]=[CH:35][C:33](=[O:34])[N:32]([CH2:37][CH2:38][CH2:39][CH2:40][CH2:41][CH2:42][NH2:43])[C:30]3=[O:31])[CH2:26][C@@H:25]2[OH:50])([C:16]2[CH:17]=[CH:18][CH:19]=[CH:20][CH:21]=2)[C:8]2[CH:13]=[CH:12][C:11]([O:14][CH3:15])=[CH:10][CH:9]=2)=[CH:5][CH:4]=1. The catalyst class is: 5. (3) Reactant: [Cl:1][C:2]1[N:10]=[CH:9][CH:8]=[C:7]([C:11]2[CH:16]=[CH:15][C:14]([Cl:17])=[CH:13][CH:12]=2)[C:3]=1[C:4](O)=[O:5].S(Cl)(Cl)=O. Product: [Cl:1][C:2]1[C:3]([CH2:4][OH:5])=[C:7]([C:11]2[CH:16]=[CH:15][C:14]([Cl:17])=[CH:13][CH:12]=2)[CH:8]=[CH:9][N:10]=1. The catalyst class is: 7. (4) Reactant: [CH3:1][C:2]([CH3:7])([CH2:5][OH:6])[CH2:3][OH:4].CC(C)([O-])C.[K+].Br[CH2:15][C:16]1[CH:21]=[CH:20][CH:19]=[CH:18][CH:17]=1. Product: [CH2:15]([O:4][CH2:3][C:2]([CH3:7])([CH3:1])[CH2:5][OH:6])[C:16]1[CH:21]=[CH:20][CH:19]=[CH:18][CH:17]=1. The catalyst class is: 12. (5) Reactant: Cl[C:2]1[CH:7]=[C:6]([C:8]2[CH:13]=[CH:12][CH:11]=[C:10]([CH3:14])[C:9]=2[CH3:15])[N:5]=[C:4]([NH2:16])[N:3]=1.[CH3:17][S:18]([C:21]1[CH:26]=[CH:25][C:24]([CH2:27][CH2:28][NH2:29])=[CH:23][CH:22]=1)(=[O:20])=[O:19].C(N(CC)C(C)C)(C)C.CO. Product: [CH3:15][C:9]1[C:10]([CH3:14])=[CH:11][CH:12]=[CH:13][C:8]=1[C:6]1[N:5]=[C:4]([NH2:16])[N:3]=[C:2]([NH:29][CH2:28][CH2:27][C:24]2[CH:23]=[CH:22][C:21]([S:18]([CH3:17])(=[O:20])=[O:19])=[CH:26][CH:25]=2)[CH:7]=1. The catalyst class is: 51. (6) Reactant: [OH:1][C:2]1[CH:10]=[C:9]([O:11][CH2:12][C:13](=[O:28])[C:14]2[CH:23]=[CH:22][C:21]3[C:20]([CH3:25])([CH3:24])[CH2:19][CH2:18][C:17]([CH3:27])([CH3:26])[C:16]=3[CH:15]=2)[CH:8]=[CH:7][C:3]=1[C:4]([OH:6])=[O:5].S(=O)(=O)(O)O.[C:34](OCC)(=O)[CH3:35]. Product: [OH:1][C:2]1[CH:10]=[C:9]([O:11][CH2:12][C:13](=[O:28])[C:14]2[CH:23]=[CH:22][C:21]3[C:20]([CH3:24])([CH3:25])[CH2:19][CH2:18][C:17]([CH3:27])([CH3:26])[C:16]=3[CH:15]=2)[CH:8]=[CH:7][C:3]=1[C:4]([O:6][CH2:34][CH3:35])=[O:5]. The catalyst class is: 8. (7) Reactant: [CH3:1][C:2]1[CH:11]=[C:10]2[C:5]([CH:6]=[CH:7][CH:8]=[N:9]2)=[CH:4][CH:3]=1. Product: [CH3:1][C:2]1[CH:11]=[C:10]2[C:5]([CH2:6][CH2:7][CH2:8][NH:9]2)=[CH:4][CH:3]=1. The catalyst class is: 19.